From a dataset of Reaction yield outcomes from USPTO patents with 853,638 reactions. Predict the reaction yield, written as a fraction of the theoretical maximum amount of product (1.0 means a 100% yield; for example, 0.34 means a 34% yield). The reactants are C(O)C.[Cl-].[NH4+].O1CCCC1.[CH3:11][O:12][C:13]1[CH:14]=[C:15]2[C:20](=[CH:21][C:22]=1[O:23][CH3:24])[CH2:19][N:18]([C:25](=[O:41])[C@@H:26]([NH:31][C:32]1[CH:37]=[CH:36][CH:35]=[CH:34][C:33]=1[N+:38]([O-])=O)[C:27]([CH3:30])([CH3:29])[CH3:28])[CH2:17][CH2:16]2. The catalyst is [Fe].O. The product is [NH2:38][C:33]1[CH:34]=[CH:35][CH:36]=[CH:37][C:32]=1[NH:31][C@@H:26]([C:27]([CH3:30])([CH3:29])[CH3:28])[C:25]([N:18]1[CH2:17][CH2:16][C:15]2[C:20](=[CH:21][C:22]([O:23][CH3:24])=[C:13]([O:12][CH3:11])[CH:14]=2)[CH2:19]1)=[O:41]. The yield is 0.870.